Dataset: TCR-epitope binding with 47,182 pairs between 192 epitopes and 23,139 TCRs. Task: Binary Classification. Given a T-cell receptor sequence (or CDR3 region) and an epitope sequence, predict whether binding occurs between them. (1) The epitope is TAFTIPSI. The TCR CDR3 sequence is CASSLGLGLYEQYF. Result: 0 (the TCR does not bind to the epitope). (2) Result: 1 (the TCR binds to the epitope). The TCR CDR3 sequence is CASSASAGGYYNEQFF. The epitope is IVTDFSVIK. (3) The epitope is TLIGDCATV. The TCR CDR3 sequence is CASSNLGSYNEQFF. Result: 0 (the TCR does not bind to the epitope).